This data is from Forward reaction prediction with 1.9M reactions from USPTO patents (1976-2016). The task is: Predict the product of the given reaction. (1) Given the reactants [CH2:1]([O:8][C:9]1[C:10](=[O:15])[NH:11][CH:12]=[CH:13][CH:14]=1)[C:2]1[CH:7]=[CH:6][CH:5]=[CH:4][CH:3]=1.CS(OC[CH:22]([N:28]=[N+:29]=[N-:30])[CH2:23][CH2:24][CH2:25][CH2:26][CH3:27])(=O)=O.N([CH2:34]CN1C=CC=C(OC)C1=O)=[N+]=[N-], predict the reaction product. The product is: [N:28]([CH2:22][CH2:23][CH2:24][CH2:25][CH2:26][CH2:27][CH2:34][N:11]1[CH:12]=[CH:13][CH:14]=[C:9]([O:8][CH2:1][C:2]2[CH:3]=[CH:4][CH:5]=[CH:6][CH:7]=2)[C:10]1=[O:15])=[N+:29]=[N-:30]. (2) The product is: [CH2:1]([C:5]1[CH:10]=[CH:9][C:8]([C:11]2[O:15][N:14]=[C:13]([C:16]3[CH:17]=[CH:18][C:19]([CH2:23][N:51]4[CH2:54][CH:53]([C:55]([O:57][CH3:58])=[O:56])[CH2:52]4)=[N:20][C:21]=3[CH3:22])[N:12]=2)=[CH:7][C:6]=1[CH3:25])[CH:2]([CH3:4])[CH3:3]. Given the reactants [CH2:1]([C:5]1[CH:10]=[CH:9][C:8]([C:11]2[O:15][N:14]=[C:13]([C:16]3[CH:17]=[CH:18][C:19]([CH2:23]O)=[N:20][C:21]=3[CH3:22])[N:12]=2)=[CH:7][C:6]=1[CH3:25])[CH:2]([CH3:4])[CH3:3].C(Br)(Br)(Br)Br.C1(P(C2C=CC=CC=2)C2C=CC=CC=2)C=CC=CC=1.Cl.[NH:51]1[CH2:54][CH:53]([C:55]([O:57][CH3:58])=[O:56])[CH2:52]1.C(N(CC)C(C)C)(C)C, predict the reaction product. (3) Given the reactants [C:1]([C:5]1[CH:6]=[C:7]2[C:12](=[C:13]([F:15])[CH:14]=1)[C:11](=[O:16])[NH:10][N:9]=[CH:8]2)([CH3:4])([CH3:3])[CH3:2].[Cl:17][C:18]1[CH:25]=[CH:24][CH:23]=[C:22](F)[C:19]=1[CH:20]=[O:21].C(=O)([O-])[O-].[Cs+].[Cs+].C(O[Si](C)(C)C)C, predict the reaction product. The product is: [C:1]([C:5]1[CH:6]=[C:7]2[C:12](=[C:13]([F:15])[CH:14]=1)[C:11](=[O:16])[N:10]([C:22]1[CH:23]=[CH:24][CH:25]=[C:18]([Cl:17])[C:19]=1[CH:20]=[O:21])[N:9]=[CH:8]2)([CH3:4])([CH3:2])[CH3:3]. (4) Given the reactants [CH2:1]([C:8]1[CH:9]=[N:10][C:11]2[C:16]([C:17]=1[C:18]1[CH:19]=[C:20]([NH2:24])[CH:21]=[CH:22][CH:23]=1)=[CH:15][CH:14]=[CH:13][C:12]=2[C:25]([F:28])([F:27])[F:26])[C:2]1[CH:7]=[CH:6][CH:5]=[CH:4][CH:3]=1.[F:29][C:30]1[CH:31]=[CH:32][C:33]([OH:38])=[C:34]([CH:37]=1)[CH:35]=O, predict the reaction product. The product is: [CH2:1]([C:8]1[CH:9]=[N:10][C:11]2[C:16]([C:17]=1[C:18]1[CH:19]=[C:20]([NH:24][CH2:35][C:34]3[CH:37]=[C:30]([F:29])[CH:31]=[CH:32][C:33]=3[OH:38])[CH:21]=[CH:22][CH:23]=1)=[CH:15][CH:14]=[CH:13][C:12]=2[C:25]([F:28])([F:26])[F:27])[C:2]1[CH:3]=[CH:4][CH:5]=[CH:6][CH:7]=1. (5) Given the reactants [Cl:1][CH2:2][S:3]([N:6]([CH2:13][CH2:14][CH2:15][N:16]([CH3:18])[CH3:17])[CH:7]1[CH2:12][CH2:11][NH:10][CH2:9][CH2:8]1)(=[O:5])=[O:4].[F:19][CH:20]([F:50])[C:21]1[N:25]([C:26]2[N:31]=[C:30]([N:32]3[CH2:37][CH2:36][O:35][CH2:34][CH2:33]3)[N:29]=[C:28](N3CCNCC3)[N:27]=2)[C:24]2[CH:44]=[CH:45][CH:46]=[C:47]([O:48][CH3:49])[C:23]=2[N:22]=1.CCN(C(C)C)C(C)C.C(Cl)Cl.CO, predict the reaction product. The product is: [Cl:1][CH2:2][S:3]([N:6]([CH:7]1[CH2:12][CH2:11][N:10]([C:28]2[N:27]=[C:26]([N:25]3[C:24]4[CH:44]=[CH:45][CH:46]=[C:47]([O:48][CH3:49])[C:23]=4[N:22]=[C:21]3[CH:20]([F:50])[F:19])[N:31]=[C:30]([N:32]3[CH2:33][CH2:34][O:35][CH2:36][CH2:37]3)[N:29]=2)[CH2:9][CH2:8]1)[CH2:13][CH2:14][CH2:15][N:16]([CH3:17])[CH3:18])(=[O:4])=[O:5]. (6) The product is: [CH2:9]([O:16][C:17]([NH:19][C@H:20]([C:24]([OH:26])=[O:25])[C@@H:21]([CH3:23])[O:22][Si:1]([C:4]([CH3:7])([CH3:6])[CH3:5])([CH3:3])[CH3:2])=[O:18])[C:10]1[CH:11]=[CH:12][CH:13]=[CH:14][CH:15]=1. Given the reactants [Si:1](Cl)([C:4]([CH3:7])([CH3:6])[CH3:5])([CH3:3])[CH3:2].[CH2:9]([O:16][C:17]([NH:19][C@H:20]([C:24]([OH:26])=[O:25])[C@@H:21]([CH3:23])[OH:22])=[O:18])[C:10]1[CH:15]=[CH:14][CH:13]=[CH:12][CH:11]=1.N1C=CN=C1, predict the reaction product.